Dataset: Reaction yield outcomes from USPTO patents with 853,638 reactions. Task: Predict the reaction yield, written as a fraction of the theoretical maximum amount of product (1.0 means a 100% yield; for example, 0.34 means a 34% yield). (1) The product is [C:1]([O:5][C:6]([N:8]1[CH2:9][CH2:10][N:11]([C:14]2[C:15]3[CH2:23][CH2:22][C@H:21]([CH3:24])[NH:20][C:16]=3[N:17]=[CH:18][N:19]=2)[CH2:12][CH2:13]1)=[O:7])([CH3:4])([CH3:2])[CH3:3]. The reactants are [C:1]([O:5][C:6]([N:8]1[CH2:13][CH2:12][N:11]([C:14]2[C:15]3[CH2:23][CH2:22][C@H:21]([CH3:24])[N:20](C(=O)C(OC)(C4C=CC=CC=4)C(F)(F)F)[C:16]=3[N:17]=[CH:18][N:19]=2)[CH2:10][CH2:9]1)=[O:7])([CH3:4])([CH3:3])[CH3:2].[Li+].[OH-].Cl. The yield is 0.630. The catalyst is CO. (2) The reactants are [F:1][C:2]1[CH:3]=[C:4]([CH:15]=[C:16]([N+:18]([O-])=O)[CH:17]=1)[O:5][C@@H:6]1[CH2:11][CH2:10][CH2:9][N:8]([C:12](=[O:14])[CH3:13])[CH2:7]1.FC1C=C(C=C(F)C=1)O[C@@H]1CCCN(C(=O)C)C1.C([O-])=O.[NH4+].CC(C)=O. The catalyst is CO.O. The product is [NH2:18][C:16]1[CH:15]=[C:4]([CH:3]=[C:2]([F:1])[CH:17]=1)[O:5][C@@H:6]1[CH2:11][CH2:10][CH2:9][N:8]([C:12](=[O:14])[CH3:13])[CH2:7]1. The yield is 0.750. (3) The yield is 0.620. The reactants are C(=O)([O-])[O-].[Cs+].[Cs+].[CH3:7][N:8](C)[CH2:9]C(O)=O.CN1C[CH2:18][C@@H:17]([C:20]2[CH:25]=[C:24]([Cl:26])[CH:23]=[CH:22][C:21]=2[OH:27])[C@@H:16]1[C:28]1[CH:33]=[CH:32][CH:31]=[CH:30][C:29]=1Cl. The product is [Cl:26][C:24]1[CH:23]=[CH:22][C:21]2[O:27][C:33]3[CH:32]=[CH:31][CH:30]=[CH:29][C:28]=3[C@H:16]3[CH2:7][N:8]([CH3:9])[CH2:18][C@@H:17]3[C:20]=2[CH:25]=1. The catalyst is C([O-])(=O)C.[Cu+].CN(C=O)C. (4) The reactants are [Cl:1][C:2]1[CH:3]=[C:4]([C:8]2[C:12]([CH2:13][O:14][C:15]3[CH:23]=[CH:22][C:18]([C:19]([OH:21])=O)=[CH:17][N:16]=3)=[C:11]([CH3:24])[O:10][N:9]=2)[CH:5]=[CH:6][CH:7]=1.[NH2:25][CH:26]1[CH2:31][CH2:30][O:29][CH2:28][CH2:27]1. No catalyst specified. The product is [Cl:1][C:2]1[CH:3]=[C:4]([C:8]2[C:12]([CH2:13][O:14][C:15]3[CH:23]=[CH:22][C:18]([C:19]([NH:25][CH:26]4[CH2:31][CH2:30][O:29][CH2:28][CH2:27]4)=[O:21])=[CH:17][N:16]=3)=[C:11]([CH3:24])[O:10][N:9]=2)[CH:5]=[CH:6][CH:7]=1. The yield is 0.890. (5) The reactants are [CH3:1][NH:2][C:3]1[N:8]=[C:7]([C:9]2[NH:10][C:11]3[C:16]([CH:17]=2)=[CH:15][C:14]([C:18]([NH:20][CH:21]([CH2:26][N:27]([C:34]2[CH:39]=[CH:38][CH:37]=[CH:36][CH:35]=2)[C:28]2[CH:33]=[CH:32][CH:31]=[CH:30][N:29]=2)[C:22]([O:24][CH3:25])=O)=[O:19])=[CH:13][CH:12]=3)[CH:6]=[CH:5][N:4]=1.[OH2:40].[NH2:41][NH2:42]. The catalyst is CO. The product is [O:40]=[C:25]1[O:24][C:22]([C@@H:21]([NH:20][C:18]([C:14]2[CH:15]=[C:16]3[C:11](=[CH:12][CH:13]=2)[NH:10][C:9]([C:7]2[CH:6]=[CH:5][N:4]=[C:3]([NH:2][CH3:1])[N:8]=2)=[CH:17]3)=[O:19])[CH2:26][N:27]([C:34]2[CH:35]=[CH:36][CH:37]=[CH:38][CH:39]=2)[C:28]2[CH:33]=[CH:32][CH:31]=[CH:30][N:29]=2)=[N:42][NH:41]1. The yield is 0.210. (6) The reactants are [CH3:1][C:2]1([CH3:22])[CH:6]([C:7]2[CH:12]=[CH:11][C:10]([CH3:13])=[CH:9][CH:8]=2)[C:5]2[C:14]([CH3:21])=[C:15]([NH2:20])[C:16]([CH3:19])=[C:17]([CH3:18])[C:4]=2[O:3]1.[CH3:23][O:24][C:25]1[CH:33]=[CH:32][C:28]([C:29](Cl)=[O:30])=[CH:27][CH:26]=1. The catalyst is C(OCC)(=O)C.CCCCCC. The product is [CH3:23][O:24][C:25]1[CH:33]=[CH:32][C:28]([C:29]([NH:20][C:15]2[C:16]([CH3:19])=[C:17]([CH3:18])[C:4]3[O:3][C:2]([CH3:22])([CH3:1])[CH:6]([C:7]4[CH:8]=[CH:9][C:10]([CH3:13])=[CH:11][CH:12]=4)[C:5]=3[C:14]=2[CH3:21])=[O:30])=[CH:27][CH:26]=1. The yield is 0.860. (7) The reactants are [CH3:1][O:2][C:3]([C:5]1[C:13]2[C:8](=[N:9][CH:10]=[C:11](B(O)O)[CH:12]=2)[N:7]([CH2:17][O:18][CH2:19][CH2:20][Si:21]([CH3:24])([CH3:23])[CH3:22])[N:6]=1)=[O:4].[NH:25]1[CH2:30][CH2:29][O:28][CH2:27][CH2:26]1.N1C=CC=CC=1. The catalyst is CN(C=O)C.[Cl-].[NH4+].O.C([O-])(=O)C.[Cu+2].C([O-])(=O)C. The product is [O:28]1[CH2:29][CH2:30][N:25]([C:11]2[CH:12]=[C:13]3[C:5]([C:3]([O:2][CH3:1])=[O:4])=[N:6][N:7]([CH2:17][O:18][CH2:19][CH2:20][Si:21]([CH3:24])([CH3:23])[CH3:22])[C:8]3=[N:9][CH:10]=2)[CH2:26][CH2:27]1. The yield is 0.0300.